From a dataset of Forward reaction prediction with 1.9M reactions from USPTO patents (1976-2016). Predict the product of the given reaction. (1) Given the reactants [Br:1][C:2]1[CH:3]=[C:4]2[C:8](=[CH:9][CH:10]=1)[NH:7][CH2:6][CH2:5]2.C(N(CC)CC)C.[CH2:18]([S:20](Cl)(=[O:22])=[O:21])[CH3:19], predict the reaction product. The product is: [Br:1][C:2]1[CH:3]=[C:4]2[C:8](=[CH:9][CH:10]=1)[N:7]([S:20]([CH2:18][CH3:19])(=[O:22])=[O:21])[CH2:6][CH2:5]2. (2) Given the reactants N[C:2]1[CH:11]=[C:10]([Br:12])[CH:9]=[CH:8][C:3]=1[C:4](OC)=[O:5].N([O-])=O.[Na+].[S:17](=[O:19])=[O:18].[OH-].[NH4+:21], predict the reaction product. The product is: [Br:12][C:10]1[CH:9]=[CH:8][C:3]2[C:4](=[O:5])[NH:21][S:17](=[O:19])(=[O:18])[C:2]=2[CH:11]=1. (3) Given the reactants Br[C:2]1[C:3]([O:18][CH:19]2[CH2:22][CH2:21][CH2:20]2)=[C:4]2[C:9](=[CH:10][CH:11]=1)[N:8]([C:12]([CH:14]1[CH2:16][CH2:15]1)=[O:13])[C@@H:7]([CH3:17])[CH2:6][CH2:5]2.CC1(C)OB([C:29]2[CH:30]=[N:31][N:32]([CH:34]3[CH2:39][CH2:38][N:37]([C:40]([O:42][C:43]([CH3:46])([CH3:45])[CH3:44])=[O:41])[CH2:36][CH2:35]3)[CH:33]=2)OC1(C)C.C(=O)([O-])[O-].[K+].[K+].O1CCOCC1, predict the reaction product. The product is: [CH:19]1([O:18][C:3]2[C:2]([C:29]3[CH:30]=[N:31][N:32]([CH:34]4[CH2:35][CH2:36][N:37]([C:40]([O:42][C:43]([CH3:46])([CH3:45])[CH3:44])=[O:41])[CH2:38][CH2:39]4)[CH:33]=3)=[CH:11][CH:10]=[C:9]3[C:4]=2[CH2:5][CH2:6][C@H:7]([CH3:17])[N:8]3[C:12]([CH:14]2[CH2:16][CH2:15]2)=[O:13])[CH2:22][CH2:21][CH2:20]1. (4) Given the reactants [CH2:1]([O:8][C:9]([NH:11][C:12](=[CH:17]N(C)C)[C:13]([O:15][CH3:16])=[O:14])=[O:10])[C:2]1[CH:7]=[CH:6][CH:5]=[CH:4][CH:3]=1.[C:21]1([NH:27][C:28]2[CH:33]=[CH:32][CH:31]=[CH:30][CH:29]=2)[CH:26]=[CH:25][CH:24]=[CH:23][CH:22]=1.Cl, predict the reaction product. The product is: [CH2:1]([O:8][C:9]([NH:11][C:12](=[CH:17][N:27]([C:21]1[CH:22]=[CH:23][CH:24]=[CH:25][CH:26]=1)[C:28]1[CH:29]=[CH:30][CH:31]=[CH:32][CH:33]=1)[C:13]([O:15][CH3:16])=[O:14])=[O:10])[C:2]1[CH:3]=[CH:4][CH:5]=[CH:6][CH:7]=1.